This data is from Peptide-MHC class I binding affinity with 185,985 pairs from IEDB/IMGT. The task is: Regression. Given a peptide amino acid sequence and an MHC pseudo amino acid sequence, predict their binding affinity value. This is MHC class I binding data. (1) The peptide sequence is GLASVVVHTK. The MHC is HLA-A11:01 with pseudo-sequence HLA-A11:01. The binding affinity (normalized) is 0.604. (2) The peptide sequence is AEFVFSCGI. The MHC is HLA-B45:06 with pseudo-sequence HLA-B45:06. The binding affinity (normalized) is 0.213. (3) The peptide sequence is KYYTSYTLK. The MHC is HLA-B58:01 with pseudo-sequence HLA-B58:01. The binding affinity (normalized) is 0.0847.